From a dataset of Forward reaction prediction with 1.9M reactions from USPTO patents (1976-2016). Predict the product of the given reaction. (1) The product is: [C:1]1([CH2:7][O:8][C:9]2[CH:17]=[CH:16][CH:15]=[CH:14][C:10]=2[C:11]([O:13][C@H:27]([CH3:28])[CH2:26][O:18][Si:19]([C:22]([CH3:25])([CH3:24])[CH3:23])([CH3:21])[CH3:20])=[O:12])[CH:2]=[CH:3][CH:4]=[CH:5][CH:6]=1. Given the reactants [C:1]1([CH2:7][O:8][C:9]2[CH:17]=[CH:16][CH:15]=[CH:14][C:10]=2[C:11]([OH:13])=[O:12])[CH:6]=[CH:5][CH:4]=[CH:3][CH:2]=1.[O:18]([CH2:26][C@H:27](O)[CH3:28])[Si:19]([C:22]([CH3:25])([CH3:24])[CH3:23])([CH3:21])[CH3:20].Cl.CN(C)CCCN=C=NCC, predict the reaction product. (2) The product is: [C:1]([O:4][C:5]1[CH:6]=[CH:12][C:29]([CH:28]=[CH2:27])=[CH:30][CH:31]=1)(=[O:3])[CH3:2].[C:13]([O:15][C:30]([CH3:29])([CH3:31])[CH3:1])(=[O:14])[C:12]([CH3:18])=[CH2:17].[C:20]([O:22][C:23]1[CH:30]=[CH:29][CH:28]=[CH:27][CH:26]=1)(=[O:21])[C:19]([CH3:24])=[CH2:25]. Given the reactants [C:1]([O:4][CH2:5][CH2:6]OCC)(=[O:3])[CH3:2].N([C:19]([CH3:25])([CH3:24])[C:20]([O:22][CH3:23])=[O:21])=N[C:12]([CH3:18])([CH3:17])[C:13]([O:15]C)=[O:14].[CH3:26][CH2:27][CH2:28][CH2:29][CH2:30][CH3:31], predict the reaction product.